This data is from Forward reaction prediction with 1.9M reactions from USPTO patents (1976-2016). The task is: Predict the product of the given reaction. (1) Given the reactants C1(P(=O)(C2C=CC=CC=2)C2C=CC=CC=2)C=CC=CC=1.FC(F)(F)S(OS(C(F)(F)F)(=O)=O)(=O)=O.C([S:43][CH:44]([CH2:69][N:70]1[CH2:75][CH2:74][O:73][CH2:72][CH2:71]1)[CH2:45][NH:46][C:47]([C:49]1[NH:50][C:51]2[C:56]([CH:57]=1)=[CH:55][CH:54]=[CH:53][C:52]=2[N:58]([CH3:68])[S:59]([C:62]1[CH:63]=[N:64][CH:65]=[CH:66][CH:67]=1)(=[O:61])=[O:60])=O)C1C=CC=CC=1.CSC, predict the reaction product. The product is: [CH3:68][N:58]([C:52]1[CH:53]=[CH:54][CH:55]=[C:56]2[C:51]=1[NH:50][C:49]([C:47]1[S:43][CH:44]([CH2:69][N:70]3[CH2:71][CH2:72][O:73][CH2:74][CH2:75]3)[CH2:45][N:46]=1)=[CH:57]2)[S:59]([C:62]1[CH:63]=[N:64][CH:65]=[CH:66][CH:67]=1)(=[O:60])=[O:61]. (2) Given the reactants [CH3:1][C:2]1[CH:7]=[CH:6][C:5]([S:8]([N:11]2[CH2:16][CH2:15][C:14]3[S:17][C:18]([C:20]([O:22]CC)=[O:21])=[CH:19][C:13]=3[CH2:12]2)(=[O:10])=[O:9])=[CH:4][CH:3]=1.[OH-].[Na+], predict the reaction product. The product is: [CH3:1][C:2]1[CH:7]=[CH:6][C:5]([S:8]([N:11]2[CH2:16][CH2:15][C:14]3[S:17][C:18]([C:20]([OH:22])=[O:21])=[CH:19][C:13]=3[CH2:12]2)(=[O:9])=[O:10])=[CH:4][CH:3]=1.